From a dataset of Full USPTO retrosynthesis dataset with 1.9M reactions from patents (1976-2016). Predict the reactants needed to synthesize the given product. Given the product [Cl:1][C:2]1[CH:3]=[C:4]([F:10])[C:5]([NH2:6])=[C:7]([C:19]#[C:18][C:13]2[CH:14]=[CH:15][CH:16]=[CH:17][C:12]=2[Cl:11])[CH:8]=1, predict the reactants needed to synthesize it. The reactants are: [Cl:1][C:2]1[CH:8]=[C:7](I)[C:5]([NH2:6])=[C:4]([F:10])[CH:3]=1.[Cl:11][C:12]1[CH:17]=[CH:16][CH:15]=[CH:14][C:13]=1[C:18]#[CH:19].C(OCC)(=O)C.